This data is from Full USPTO retrosynthesis dataset with 1.9M reactions from patents (1976-2016). The task is: Predict the reactants needed to synthesize the given product. (1) The reactants are: [C:1]([C:5]1[CH:14]=[C:13]2[C:8]([C:9](Cl)=[C:10]([C:15]([O:17][CH2:18][CH3:19])=[O:16])[CH:11]=[N:12]2)=[CH:7][CH:6]=1)([CH3:4])([CH3:3])[CH3:2].C(N(CC)CC)C. Given the product [C:1]([C:5]1[CH:14]=[C:13]2[C:8]([CH:9]=[C:10]([C:15]([O:17][CH2:18][CH3:19])=[O:16])[CH:11]=[N:12]2)=[CH:7][CH:6]=1)([CH3:4])([CH3:2])[CH3:3], predict the reactants needed to synthesize it. (2) Given the product [Cl:12][C:8]1[CH:7]=[C:6]2[C:11]([C:2]([NH:15][CH2:14][CH2:13][NH2:16])=[CH:3][CH:4]=[N:5]2)=[CH:10][CH:9]=1, predict the reactants needed to synthesize it. The reactants are: Cl[C:2]1[C:11]2[C:6](=[CH:7][C:8]([Cl:12])=[CH:9][CH:10]=2)[N:5]=[CH:4][CH:3]=1.[CH2:13]([NH2:16])[CH2:14][NH2:15]. (3) Given the product [C:1]([O:5][C:6]([C@@H:8]([CH2:12][N:13]([CH:19]1[CH2:21][CH2:20]1)[CH2:14][CH2:15][CH2:16][CH:17]=[CH2:18])[C:9]([N:26]1[C@H:27]([C:29]([NH:31][C@:32]2([C:37]([O:39][CH2:40][CH3:41])=[O:38])[CH2:34][C@H:33]2[CH:35]=[CH2:36])=[O:30])[CH2:28][C@@H:24]([OH:23])[CH2:25]1)=[O:11])=[O:7])([CH3:2])([CH3:3])[CH3:4], predict the reactants needed to synthesize it. The reactants are: [C:1]([O:5][C:6]([C@@H:8]([CH2:12][N:13]([CH:19]1[CH2:21][CH2:20]1)[CH2:14][CH2:15][CH2:16][CH:17]=[CH2:18])[C:9]([OH:11])=O)=[O:7])([CH3:4])([CH3:3])[CH3:2].Cl.[OH:23][C@@H:24]1[CH2:28][C@@H:27]([C:29]([NH:31][C@:32]2([C:37]([O:39][CH2:40][CH3:41])=[O:38])[CH2:34][C@H:33]2[CH:35]=[CH2:36])=[O:30])[NH:26][CH2:25]1.CN1CCOCC1.CN(C(ON1N=NC2C=CC=NC1=2)=[N+](C)C)C.F[P-](F)(F)(F)(F)F.